This data is from Reaction yield outcomes from USPTO patents with 853,638 reactions. The task is: Predict the reaction yield, written as a fraction of the theoretical maximum amount of product (1.0 means a 100% yield; for example, 0.34 means a 34% yield). (1) The reactants are [CH3:1][NH:2][CH3:3].ClC1[N:10]=[C:9]([NH:11]C2C=C(C3CC3)NN=2)[CH:8]=[CH:7][N:6]=1.CCN(C(C)C)C(C)C. The catalyst is CC(C(O)C(C)C)C. The product is [CH3:1][NH:2][C:3]1[N:10]=[C:9]([NH2:11])[CH:8]=[CH:7][N:6]=1. The yield is 0.300. (2) The reactants are [C:1](/[N:3]=[C:4](\[S:15][CH3:16])/[NH:5][C:6]1[CH:11]=[C:10]([Cl:12])[C:9]([Cl:13])=[C:8]([Cl:14])[CH:7]=1)#[N:2].[H-].[Na+].[CH3:19]I. The catalyst is CN(C=O)C.CCOC(C)=O. The product is [C:1](/[N:3]=[C:4](\[S:15][CH3:16])/[N:5]([CH3:19])[C:6]1[CH:7]=[C:8]([Cl:14])[C:9]([Cl:13])=[C:10]([Cl:12])[CH:11]=1)#[N:2]. The yield is 0.340. (3) The reactants are [CH2:1]1[C:9]2[C:4](=[CH:5][CH:6]=[CH:7][CH:8]=2)[C:3]([C:10]#[N:11])=[CH:2]1. The catalyst is CCO.[Pd]. The product is [CH:3]1([C:10]#[N:11])[C:4]2[C:9](=[CH:8][CH:7]=[CH:6][CH:5]=2)[CH2:1][CH2:2]1. The yield is 0.950.